The task is: Predict the product of the given reaction.. This data is from Forward reaction prediction with 1.9M reactions from USPTO patents (1976-2016). (1) Given the reactants [C:1]([CH:8]1[CH2:13][C:12]2([CH2:16][NH2:17])[CH2:14][CH2:15][C:9]1([C:18]([NH2:20])=O)[CH2:10][CH2:11]2)([O:3][C:4]([CH3:7])([CH3:6])[CH3:5])=[O:2].C(Cl)(Cl)Cl.CO.O.O, predict the reaction product. The product is: [C:1]([CH:8]1[CH2:13][C:12]2([CH2:16][NH2:17])[CH2:11][CH2:10][C:9]1([C:18]#[N:20])[CH2:15][CH2:14]2)([O:3][C:4]([CH3:7])([CH3:6])[CH3:5])=[O:2]. (2) Given the reactants B.[NH2:2][C@H:3]1[CH2:7][CH2:6][C@H:5]([NH:8][C:9](=O)[C:10]([F:19])([F:18])[C:11]2[CH:16]=[CH:15][C:14]([CH3:17])=[CH:13][CH:12]=2)[CH2:4]1.Cl.C(=O)([O-])[O-].[Na+].[Na+], predict the reaction product. The product is: [F:18][C:10]([F:19])([C:11]1[CH:12]=[CH:13][C:14]([CH3:17])=[CH:15][CH:16]=1)[CH2:9][NH:8][C@H:5]1[CH2:6][CH2:7][C@H:3]([NH2:2])[CH2:4]1. (3) Given the reactants [OH:1][C:2]1[CH:9]=[CH:8][C:5]([CH:6]=[O:7])=[CH:4][CH:3]=1.C1(P(C2C=CC=CC=2)C2C=CC=CC=2)C=CC=CC=1.[F:29][CH2:30][CH2:31]O.CC(OC(/N=N/C(OC(C)C)=O)=O)C, predict the reaction product. The product is: [F:29][CH2:30][CH2:31][O:1][C:2]1[CH:9]=[CH:8][C:5]([CH:6]=[O:7])=[CH:4][CH:3]=1. (4) Given the reactants [Br:1][C:2]1[CH:14]=[N:13][C:12]2[C:11]3[CH:10]=[CH:9][C:8]([C:15]([O:17][CH3:18])=[O:16])=[CH:7][C:6]=3[NH:5][C:4]=2[CH:3]=1.[F:19][C:20]1[CH:25]=[CH:24][C:23]([F:26])=[CH:22][C:21]=1[CH:27]([CH:29]1[CH2:34][CH2:33][O:32][CH2:31][CH2:30]1)O.C1(P(C2C=CC=CC=2)C2C=CC=CC=2)C=CC=CC=1.CC(OC(/N=N/C(OC(C)C)=O)=O)C, predict the reaction product. The product is: [Br:1][C:2]1[CH:14]=[N:13][C:12]2[C:11]3[CH:10]=[CH:9][C:8]([C:15]([O:17][CH3:18])=[O:16])=[CH:7][C:6]=3[N:5]([CH:27]([C:21]3[CH:22]=[C:23]([F:26])[CH:24]=[CH:25][C:20]=3[F:19])[CH:29]3[CH2:30][CH2:31][O:32][CH2:33][CH2:34]3)[C:4]=2[CH:3]=1. (5) Given the reactants [S:1]1[C:5]2[NH:6][C:7]([C:9]([O:11][CH3:12])=[O:10])=[CH:8][C:4]=2[CH:3]=[CH:2]1.Br[CH2:14][C:15]1[C:24]2[C:19](=[CH:20][CH:21]=[CH:22][CH:23]=2)[CH:18]=[CH:17][CH:16]=1, predict the reaction product. The product is: [CH3:12][O:11][C:9]([C:7]1[N:6]([CH2:14][C:15]2[C:24]3[C:19](=[CH:20][CH:21]=[CH:22][CH:23]=3)[CH:18]=[CH:17][CH:16]=2)[C:5]2[S:1][CH:2]=[CH:3][C:4]=2[CH:8]=1)=[O:10]. (6) Given the reactants [CH:1]([C:4]1[CH:13]=[C:12]2[C:7]([C:8](=[O:20])[N:9]([NH:15][S:16]([CH3:19])(=[O:18])=[O:17])[C:10](=[O:14])[NH:11]2)=[CH:6][C:5]=1[C:21]1[N:22]([CH3:26])[N:23]=[CH:24][CH:25]=1)([CH3:3])[CH3:2].[N:27]1([CH2:33][CH2:34][C:35](O)=[O:36])[CH2:32][CH2:31][O:30][CH2:29][CH2:28]1, predict the reaction product. The product is: [CH:1]([C:4]1[CH:13]=[C:12]2[C:7]([C:8](=[O:20])[N:9]([N:15]([C:35](=[O:36])[CH2:34][CH2:33][N:27]3[CH2:32][CH2:31][O:30][CH2:29][CH2:28]3)[S:16]([CH3:19])(=[O:17])=[O:18])[C:10](=[O:14])[NH:11]2)=[CH:6][C:5]=1[C:21]1[N:22]([CH3:26])[N:23]=[CH:24][CH:25]=1)([CH3:3])[CH3:2]. (7) Given the reactants [OH:1][CH2:2][CH2:3][C@H:4]1[CH2:8][C@H:7]([CH2:9][C:10]2[CH:15]=[CH:14][C:13]([N+:16]([O-:18])=[O:17])=[CH:12][CH:11]=2)[N:6]([C:19]([O:21][C:22]([CH3:25])([CH3:24])[CH3:23])=[O:20])[C:5]1=[O:26].[S:27](Cl)([CH3:30])(=[O:29])=[O:28].CCN(C(C)C)C(C)C, predict the reaction product. The product is: [CH3:30][S:27]([O:1][CH2:2][CH2:3][C@H:4]1[CH2:8][C@H:7]([CH2:9][C:10]2[CH:15]=[CH:14][C:13]([N+:16]([O-:18])=[O:17])=[CH:12][CH:11]=2)[N:6]([C:19]([O:21][C:22]([CH3:23])([CH3:25])[CH3:24])=[O:20])[C:5]1=[O:26])(=[O:29])=[O:28]. (8) Given the reactants [CH3:1][O:2][C:3]1[CH:8]=[CH:7][C:6]([CH3:9])=[CH:5][C:4]=1[C:10]1[N:15]=[C:14]([N:16](C(OC(C)(C)C)=O)[NH:17]C(OC(C)(C)C)=O)[CH:13]=[C:12]([N+:32]([O-:34])=[O:33])[CH:11]=1.O1CCOCC1.Cl, predict the reaction product. The product is: [NH:16]([C:14]1[CH:13]=[C:12]([N+:32]([O-:34])=[O:33])[CH:11]=[C:10]([C:4]2[CH:5]=[C:6]([CH3:9])[CH:7]=[CH:8][C:3]=2[O:2][CH3:1])[N:15]=1)[NH2:17]. (9) Given the reactants [O:1]1[CH2:4][CH:3]([N:5]2[CH2:10][CH2:9][N:8]([C:11]3[CH:16]=[CH:15][C:14]([NH:17][C:18]4[N:23]=[CH:22][N:21]=[C:20]([C:24]5[CH:25]=[CH:26][C:27]([O:32][CH:33]6[CH2:38][CH2:37][NH:36][CH2:35][CH2:34]6)=[C:28]([CH:31]=5)[C:29]#[N:30])[N:19]=4)=[CH:13][CH:12]=3)[CH2:7][CH2:6]2)[CH2:2]1.[C:39]([CH2:41][C:42](O)=[O:43])#[N:40].C(N(CC)C(C)C)(C)C.CN(C(ON1N=NC2C=CC=NC1=2)=[N+](C)C)C.F[P-](F)(F)(F)(F)F, predict the reaction product. The product is: [C:39]([CH2:41][C:42]([N:36]1[CH2:37][CH2:38][CH:33]([O:32][C:27]2[CH:26]=[CH:25][C:24]([C:20]3[N:19]=[C:18]([NH:17][C:14]4[CH:13]=[CH:12][C:11]([N:8]5[CH2:7][CH2:6][N:5]([CH:3]6[CH2:4][O:1][CH2:2]6)[CH2:10][CH2:9]5)=[CH:16][CH:15]=4)[N:23]=[CH:22][N:21]=3)=[CH:31][C:28]=2[C:29]#[N:30])[CH2:34][CH2:35]1)=[O:43])#[N:40].